This data is from TCR-epitope binding with 47,182 pairs between 192 epitopes and 23,139 TCRs. The task is: Binary Classification. Given a T-cell receptor sequence (or CDR3 region) and an epitope sequence, predict whether binding occurs between them. (1) The epitope is KLSYGIATV. The TCR CDR3 sequence is CASSQPALTTEAFF. Result: 0 (the TCR does not bind to the epitope). (2) The TCR CDR3 sequence is CASRGASGRDTQYF. The epitope is ISPRTLNAW. Result: 0 (the TCR does not bind to the epitope). (3) The epitope is NLVPMVATV. The TCR CDR3 sequence is CATLSTRVTGELFF. Result: 1 (the TCR binds to the epitope). (4) The epitope is RLYYDSMSY. The TCR CDR3 sequence is CASSLQGGRAREQYF. Result: 1 (the TCR binds to the epitope). (5) The epitope is SEVGPEHSLAEY. The TCR CDR3 sequence is CASSFGSSGTEAFF. Result: 1 (the TCR binds to the epitope). (6) The epitope is LEPLVDLPI. The TCR CDR3 sequence is CASSSGPAYEQYF. Result: 0 (the TCR does not bind to the epitope). (7) The epitope is RPPIFIRRL. The TCR CDR3 sequence is CASSLGANEKLFF. Result: 0 (the TCR does not bind to the epitope). (8) The epitope is RAKFKQLL. The TCR CDR3 sequence is CASSQETGSYEQFF. Result: 1 (the TCR binds to the epitope). (9) The epitope is KRWIIMGLNK. The TCR CDR3 sequence is CASSPTAVMWQGMKETQYF. Result: 0 (the TCR does not bind to the epitope).